From a dataset of Catalyst prediction with 721,799 reactions and 888 catalyst types from USPTO. Predict which catalyst facilitates the given reaction. (1) Reactant: [Cl:1][C:2]1[CH:7]=[CH:6][C:5]([C:8]2[CH:9]=[C:10]([NH:20][C:21](=[O:25])[C:22](=O)[CH3:23])[CH:11]=[N:12][C:13]=2[O:14][CH2:15][C:16]([F:19])([F:18])[F:17])=[CH:4][CH:3]=1.Cl.[CH3:27][O:28][NH2:29]. Product: [Cl:1][C:2]1[CH:7]=[CH:6][C:5]([C:8]2[CH:9]=[C:10]([NH:20][C:21](=[O:25])/[C:22](=[N:29]/[O:28][CH3:27])/[CH3:23])[CH:11]=[N:12][C:13]=2[O:14][CH2:15][C:16]([F:19])([F:17])[F:18])=[CH:4][CH:3]=1. The catalyst class is: 5. (2) Reactant: [CH:1]1([NH:4][C:5](=O)[CH2:6][NH:7][C:8]([C:10]2[CH:11]=[N:12][CH:13]=[CH:14][CH:15]=2)=[S:9])[CH2:3][CH2:2]1.P(Cl)(Cl)(O[Cl:20])=O. Product: [ClH:20].[CH:1]1([NH:4][C:5]2[S:9][C:8]([C:10]3[CH:11]=[N:12][CH:13]=[CH:14][CH:15]=3)=[N:7][CH:6]=2)[CH2:3][CH2:2]1. The catalyst class is: 10. (3) Reactant: [F:1][C:2]1[C:3]([OH:21])=[C:4]([CH:15]=[C:16]([N+:18]([O-:20])=[O:19])[CH:17]=1)[CH2:5][N:6]([CH3:14])[C:7](=[O:13])[O:8][C:9]([CH3:12])([CH3:11])[CH3:10].[O:22]1[CH2:26][CH2:25][C@H:24](O)[CH2:23]1.C1C=CC(P(C2C=CC=CC=2)C2C=CC=CC=2)=CC=1.CC(OC(/N=N/C(OC(C)C)=O)=O)C. Product: [F:1][C:2]1[C:3]([O:21][C@@H:24]2[CH2:25][CH2:26][O:22][CH2:23]2)=[C:4]([CH:15]=[C:16]([N+:18]([O-:20])=[O:19])[CH:17]=1)[CH2:5][N:6]([CH3:14])[C:7](=[O:13])[O:8][C:9]([CH3:11])([CH3:12])[CH3:10]. The catalyst class is: 1. (4) Reactant: [CH:1]([Li])([CH2:3][CH3:4])[CH3:2].CO[N:8](C)[C:9](=O)[CH2:10][CH3:11].F[C:15](F)(F)C(O)=O.[CH2:21]1[CH2:25][O:24][CH2:23][CH2:22]1. Product: [CH:1]([C:3]1[NH:8][C:9]2[C:22]([CH:4]=1)=[CH:21][C:25]([O:24][CH3:23])=[CH:11][CH:10]=2)([CH3:15])[CH3:2]. The catalyst class is: 4. (5) Reactant: Br[C:2]1[CH:9]=[CH:8][C:5]([CH:6]=[O:7])=[CH:4][C:3]=1[N+:10]([O-:12])=[O:11].[C:13]1(B(O)O)[CH:18]=[CH:17][CH:16]=[CH:15][CH:14]=1.C(=O)([O-])[O-].[Na+].[Na+].O. Product: [N+:10]([C:3]1[CH:4]=[C:5]([CH:6]=[O:7])[CH:8]=[CH:9][C:2]=1[C:13]1[CH:18]=[CH:17][CH:16]=[CH:15][CH:14]=1)([O-:12])=[O:11]. The catalyst class is: 9. (6) The catalyst class is: 3. Reactant: [CH3:1][O:2][C:3]1[CH:4]=[C:5]2[C:10](=[CH:11][C:12]=1[O:13][CH3:14])[N:9]=[CH:8][N:7]=[C:6]2[CH:15]1[CH2:20][CH2:19][NH:18][CH2:17][CH2:16]1.[Cl:21][C:22]1[CH:27]=[CH:26][C:25]([N:28]=[C:29]=[O:30])=[CH:24][CH:23]=1. Product: [Cl:21][C:22]1[CH:27]=[CH:26][C:25]([NH:28][C:29]([N:18]2[CH2:19][CH2:20][CH:15]([C:6]3[C:5]4[C:10](=[CH:11][C:12]([O:13][CH3:14])=[C:3]([O:2][CH3:1])[CH:4]=4)[N:9]=[CH:8][N:7]=3)[CH2:16][CH2:17]2)=[O:30])=[CH:24][CH:23]=1. (7) Reactant: [CH2:1]([O:3][C:4]([CH2:6][CH2:7][CH2:8][CH:9]1[CH2:14][CH2:13][N:12](C(OC(C)(C)C)=O)[CH2:11][CH2:10]1)=[O:5])[CH3:2]. Product: [NH:12]1[CH2:13][CH2:14][CH:9]([CH2:8][CH2:7][CH2:6][C:4]([O:3][CH2:1][CH3:2])=[O:5])[CH2:10][CH2:11]1. The catalyst class is: 55. (8) Reactant: [CH:1]1[CH:2]=[CH:3][C:4]([C@H:7]([NH2:11])[C:8]([OH:10])=[O:9])=[CH:5][CH:6]=1.[CH:12]1(O)[CH2:16][CH2:15][CH2:14][CH2:13]1.[C:18]1([CH3:28])[CH:23]=[CH:22][C:21]([S:24]([OH:27])(=[O:26])=[O:25])=[CH:20][CH:19]=1. Product: [CH3:28][C:18]1[CH:19]=[CH:20][C:21]([S:24]([O-:27])(=[O:26])=[O:25])=[CH:22][CH:23]=1.[CH:12]1([O:9][C:8](=[O:10])[C@H:7]([C:4]2[CH:3]=[CH:2][CH:1]=[CH:6][CH:5]=2)[NH3+:11])[CH2:16][CH2:15][CH2:14][CH2:13]1. The catalyst class is: 244. (9) Reactant: [NH2:1][C:2]1[C:7]([N+:8]([O-])=O)=[CH:6][CH:5]=[C:4]([N:11]2[CH2:15][CH2:14][CH2:13][CH2:12]2)[N:3]=1. Product: [NH2:8][C:7]1[CH:6]=[CH:5][C:4]([N:11]2[CH2:15][CH2:14][CH2:13][CH2:12]2)=[N:3][C:2]=1[NH2:1]. The catalyst class is: 63.